Dataset: Reaction yield outcomes from USPTO patents with 853,638 reactions. Task: Predict the reaction yield, written as a fraction of the theoretical maximum amount of product (1.0 means a 100% yield; for example, 0.34 means a 34% yield). The reactants are [OH:1][C:2]1[CH:10]=[CH:9][C:5]([CH2:6][CH2:7][OH:8])=[CH:4][CH:3]=1.Cl[CH2:12][CH2:13][N:14]1[CH2:19][CH2:18][CH2:17][CH2:16][CH2:15]1.C([O-])([O-])=O.[K+].[K+]. The catalyst is CN(C=O)C. The product is [N:14]1([CH2:13][CH2:12][O:1][C:2]2[CH:10]=[CH:9][C:5]([CH2:6][CH2:7][OH:8])=[CH:4][CH:3]=2)[CH2:19][CH2:18][CH2:17][CH2:16][CH2:15]1. The yield is 0.510.